Task: Predict the reactants needed to synthesize the given product.. Dataset: Full USPTO retrosynthesis dataset with 1.9M reactions from patents (1976-2016) (1) The reactants are: Br[C:2]1[CH:15]=[CH:14][C:5]([C:6]([NH:8][CH2:9][CH2:10][CH:11]([CH3:13])[CH3:12])=[O:7])=[CH:4][C:3]=1[CH3:16].[CH3:17][O:18][C:19]1[CH:20]=[C:21]([CH:23]=[CH:24][CH:25]=1)[NH2:22].CC(C1C=C(C(C)C)C(C2C=CC=CC=2P(C2CCCCC2)C2CCCCC2)=C(C(C)C)C=1)C.C([O-])([O-])=O.[K+].[K+]. Given the product [CH3:17][O:18][C:19]1[CH:20]=[C:21]([NH:22][C:2]2[CH:15]=[CH:14][C:5]([C:6]([NH:8][CH2:9][CH2:10][CH:11]([CH3:13])[CH3:12])=[O:7])=[CH:4][C:3]=2[CH3:16])[CH:23]=[CH:24][CH:25]=1, predict the reactants needed to synthesize it. (2) Given the product [F:1][C:2]([F:7])([F:6])[C:3]([OH:5])=[O:4].[OH:8][C:9]1[CH:17]=[CH:16][C:15]([C:18](=[NH:24])[N:19]2[CH2:20][CH2:21][CH2:22][CH2:23]2)=[CH:14][C:10]=1[C:11]([O:13][CH3:27])=[O:12], predict the reactants needed to synthesize it. The reactants are: [F:1][C:2]([F:7])([F:6])[C:3]([OH:5])=[O:4].[OH:8][C:9]1[CH:17]=[CH:16][C:15]([C:18](=[NH:24])[N:19]2[CH2:23][CH2:22][CH2:21][CH2:20]2)=[CH:14][C:10]=1[C:11]([OH:13])=[O:12].[N+](=[CH2:27])=[N-].C(OCC)C. (3) Given the product [CH2:1]([O:3][C:4]1[CH:9]=[CH:8][C:7]([C:10]([F:11])([F:12])[F:13])=[CH:6][C:5]=1[C:14]1[CH:15]=[C:16]([O:18][S:54]([C:57]([F:60])([F:59])[F:58])(=[O:56])=[O:55])[N:45]([C@H:43]([C:40]2[CH:41]=[CH:42][C:37]([C:35]([O:34][CH2:32][CH3:33])=[O:36])=[CH:38][CH:39]=2)[CH3:44])[N:46]=1)[CH3:2], predict the reactants needed to synthesize it. The reactants are: [CH2:1]([O:3][C:4]1[CH:9]=[CH:8][C:7]([C:10]([F:13])([F:12])[F:11])=[CH:6][C:5]=1[C:14](=O)[CH2:15][C:16]([O:18]CC)=O)[CH3:2].C1(S([O-])(=O)=O)C=CC=CC=1.[CH2:32]([O:34][C:35]([C:37]1[CH:42]=[CH:41][C:40]([C@@H:43]([NH2+:45][NH2:46])[CH3:44])=[CH:39][CH:38]=1)=[O:36])[CH3:33].C(N(CC)CC)C.[S:54](O[S:54]([C:57]([F:60])([F:59])[F:58])(=[O:56])=[O:55])([C:57]([F:60])([F:59])[F:58])(=[O:56])=[O:55]. (4) Given the product [CH3:14][C:10]1[CH:11]=[C:12]([CH3:13])[N:8]([CH2:7][C:6](=[O:15])[CH2:16][C:17](=[O:18])[CH3:19])[N:9]=1, predict the reactants needed to synthesize it. The reactants are: [H-].[Na+].C(O[C:6](=[O:15])[CH2:7][N:8]1[C:12]([CH3:13])=[CH:11][C:10]([CH3:14])=[N:9]1)C.[CH3:16][C:17]([CH3:19])=[O:18].Cl. (5) Given the product [Cl:11][CH2:12][C:13]1[O:1][N:2]=[C:3]([C:5]2[CH:10]=[CH:9][CH:8]=[CH:7][N:6]=2)[N:4]=1, predict the reactants needed to synthesize it. The reactants are: [OH:1][N:2]=[C:3]([C:5]1[CH:10]=[CH:9][CH:8]=[CH:7][N:6]=1)[NH2:4].[Cl:11][CH2:12][C:13](Cl)=O.C(N(CC)CC)C. (6) Given the product [C:10]([NH:1][C:2]1[CH:9]=[CH:8][CH:7]=[CH:6][C:3]=1[CH2:4][OH:5])([O:12][C:13]([CH3:16])([CH3:15])[CH3:14])=[O:11], predict the reactants needed to synthesize it. The reactants are: [NH2:1][C:2]1[CH:9]=[CH:8][CH:7]=[CH:6][C:3]=1[CH2:4][OH:5].[C:10](O[C:10]([O:12][C:13]([CH3:16])([CH3:15])[CH3:14])=[O:11])([O:12][C:13]([CH3:16])([CH3:15])[CH3:14])=[O:11].